From a dataset of Full USPTO retrosynthesis dataset with 1.9M reactions from patents (1976-2016). Predict the reactants needed to synthesize the given product. (1) Given the product [Cl:1][C:2]1[N:3]=[N:4][C:5]([CH2:8][Cl:9])=[CH:6][CH:7]=1, predict the reactants needed to synthesize it. The reactants are: [Cl:1][C:2]1[N:3]=[N:4][C:5]([CH3:8])=[CH:6][CH:7]=1.[Cl:9]N1C(=O)N(Cl)C(=O)N(Cl)C1=O. (2) Given the product [S:20]1[C:4]2[CH2:5][CH2:6][O:1][CH2:2][C:3]=2[N:26]=[C:27]1[NH2:28], predict the reactants needed to synthesize it. The reactants are: [O:1]1[CH2:6][CH2:5][CH2:4][C:3](=O)[CH2:2]1.N1CCCC1.O.C1(C)C=CC([S:20](O)(=O)=O)=CC=1.[S].[N:26]#[C:27][NH2:28]. (3) The reactants are: [C:1]1([S:7]([C:10]2[CH:11]=[C:12]3[C:17](=[CH:18][CH:19]=2)[N+:16]([O-])=[CH:15][CH:14]=[CH:13]3)(=[O:9])=[O:8])[CH:6]=[CH:5][CH:4]=[CH:3][CH:2]=1.[OH-].[NH4+].O=P(Cl)(Cl)[Cl:25]. Given the product [C:1]1([S:7]([C:10]2[CH:11]=[C:12]3[C:17](=[CH:18][CH:19]=2)[N:16]=[CH:15][CH:14]=[C:13]3[Cl:25])(=[O:9])=[O:8])[CH:6]=[CH:5][CH:4]=[CH:3][CH:2]=1, predict the reactants needed to synthesize it. (4) Given the product [Br:1][C:2]1[CH:3]=[CH:4][C:5]([C:6](=[O:8])/[CH:55]=[C:50]2\[S:51][C:52]([CH3:54])=[N:53][N:49]\2[CH2:45][CH2:46][CH2:47][CH3:48])=[CH:9][CH:10]=1, predict the reactants needed to synthesize it. The reactants are: [Br:1][C:2]1[CH:10]=[CH:9][C:5]([C:6]([OH:8])=O)=[CH:4][CH:3]=1.CN(C(ON1N=NC2C=CC=NC1=2)=[N+](C)C)C.F[P-](F)(F)(F)(F)F.CCN(C(C)C)C(C)C.[I-].[CH2:45]([N+:49]1[N:53]=[C:52]([CH3:54])[S:51][C:50]=1[CH3:55])[CH2:46][CH2:47][CH3:48]. (5) The reactants are: [NH:1]1[C:5]2[CH:6]=[CH:7][CH:8]=[CH:9][C:4]=2[N:3]=[N:2]1.Br[C:11]1[CH:16]=[CH:15][CH:14]=[CH:13][N:12]=1.CCOC(C)=O.[OH-].[K+]. Given the product [N:12]1[CH:13]=[CH:14][CH:15]=[CH:16][C:11]=1[N:1]1[C:5]2[CH:6]=[CH:7][CH:8]=[CH:9][C:4]=2[N:3]=[N:2]1, predict the reactants needed to synthesize it. (6) Given the product [Br:1][C:2]1[CH:3]=[C:4]([S:8][CH2:14][CH:15]2[CH2:21][CH2:20][CH2:19][CH2:18][CH2:17][CH2:16]2)[CH:5]=[CH:6][CH:7]=1, predict the reactants needed to synthesize it. The reactants are: [Br:1][C:2]1[CH:3]=[C:4]([SH:8])[CH:5]=[CH:6][CH:7]=1.CS(O[CH2:14][CH:15]1[CH2:21][CH2:20][CH2:19][CH2:18][CH2:17][CH2:16]1)(=O)=O. (7) Given the product [C:34]1([N:31]2[C:16]3[C:17](=[CH:18][C:19](/[CH:25]=[CH:24]/[C:23]([O:27][CH3:28])=[O:26])=[CH:20][CH:21]=3)[CH:22]=[CH:32]2)[CH:35]=[CH:21][CH:16]=[CH:17][CH:22]=1, predict the reactants needed to synthesize it. The reactants are: [CH3:22][C:17]1[CH:18]=[CH:19][CH:20]=[CH:21][C:16]=1P([C:16]1[CH:21]=[CH:20][CH:19]=[CH:18][C:17]=1[CH3:22])[C:16]1[CH:21]=[CH:20][CH:19]=[CH:18][C:17]=1[CH3:22].[C:23]([O:27][CH3:28])(=[O:26])[CH:24]=[CH2:25].C([N:31]([CH2:34][CH3:35])[CH2:32]C)C. (8) Given the product [N:5]1[CH:10]=[CH:9][N:8]=[C:7]2[NH:11][C:12]([C:14]3[C:22]4[C:17](=[CH:18][CH:19]=[CH:20][CH:21]=4)[N:16]([CH2:23][CH2:24][CH2:25][NH:26][C:1](=[O:3])[CH3:2])[CH:15]=3)=[CH:13][C:6]=12, predict the reactants needed to synthesize it. The reactants are: [C:1](Cl)(=[O:3])[CH3:2].[N:5]1[CH:10]=[CH:9][N:8]=[C:7]2[NH:11][C:12]([C:14]3[C:22]4[C:17](=[CH:18][CH:19]=[CH:20][CH:21]=4)[N:16]([CH2:23][CH2:24][CH2:25][NH2:26])[CH:15]=3)=[CH:13][C:6]=12.C(N(CC)CC)C. (9) Given the product [CH3:22][C:16]1[CH:17]=[CH:18][CH:19]=[C:20]([CH3:21])[C:15]=1[NH:14][C:12](=[O:13])[CH2:11][N:8]1[CH2:9][CH2:10][N:5]([CH2:4][CH:3]([OH:23])[CH2:2][NH:1][C:34]([C:33]2[CH:36]=[CH:37][CH:38]=[CH:39][C:32]=2[F:31])=[O:42])[CH2:6][CH2:7]1, predict the reactants needed to synthesize it. The reactants are: [NH2:1][CH2:2][CH:3]([OH:23])[CH2:4][N:5]1[CH2:10][CH2:9][N:8]([CH2:11][C:12]([NH:14][C:15]2[C:20]([CH3:21])=[CH:19][CH:18]=[CH:17][C:16]=2[CH3:22])=[O:13])[CH2:7][CH2:6]1.C(N(CC)CC)C.[F:31][C:32]1[CH:39]=[CH:38][CH:37]=[CH:36][C:33]=1[CH2:34]Cl.C([OH:42])C.